Dataset: Forward reaction prediction with 1.9M reactions from USPTO patents (1976-2016). Task: Predict the product of the given reaction. (1) Given the reactants C([Li])CCC.[O:6]1[C:10]2[CH:11]=[CH:12][CH:13]=[CH:14][C:9]=2[N:8]=[CH:7]1.[CH2:15]([Sn:17](Br)([CH2:20][CH3:21])[CH2:18][CH3:19])[CH3:16], predict the reaction product. The product is: [CH2:15]([Sn:17]([CH2:20][CH3:21])([CH2:18][CH3:19])[C:7]1[O:6][C:10]2[CH:11]=[CH:12][CH:13]=[CH:14][C:9]=2[N:8]=1)[CH3:16]. (2) Given the reactants F[C:2]1[N:7]=[CH:6][C:5]([C:8]2[CH:13]=[C:12]([O:14][CH2:15][C:16]3[CH:21]=[CH:20][CH:19]=[CH:18][N:17]=3)[N:11]=[C:10]3[CH2:22][CH2:23][CH2:24][C:9]=23)=[CH:4][N:3]=1.[NH3:25].CO, predict the reaction product. The product is: [N:17]1[CH:18]=[CH:19][CH:20]=[CH:21][C:16]=1[CH2:15][O:14][C:12]1[N:11]=[C:10]2[CH2:22][CH2:23][CH2:24][C:9]2=[C:8]([C:5]2[CH:4]=[N:3][C:2]([NH2:25])=[N:7][CH:6]=2)[CH:13]=1. (3) Given the reactants [CH2:1]([C:3]([CH2:8][OH:9])([CH2:6][CH3:7])[CH2:4][OH:5])[CH3:2].[CH2:10]([O:17][C:18]([NH:20][C@H:21]([C:25](O)=[O:26])[CH:22]([CH3:24])[CH3:23])=[O:19])[C:11]1[CH:16]=[CH:15][CH:14]=[CH:13][CH:12]=1.C1(N=C=NC2CCCCC2)CCCCC1, predict the reaction product. The product is: [CH2:10]([O:17][C:18]([NH:20][C@H:21]([C:25]([O:5][CH2:4][C:3]([CH2:6][CH3:7])([CH2:1][CH3:2])[CH2:8][OH:9])=[O:26])[CH:22]([CH3:24])[CH3:23])=[O:19])[C:11]1[CH:16]=[CH:15][CH:14]=[CH:13][CH:12]=1.